Task: Predict the reaction yield, written as a fraction of the theoretical maximum amount of product (1.0 means a 100% yield; for example, 0.34 means a 34% yield).. Dataset: Reaction yield outcomes from USPTO patents with 853,638 reactions (1) The reactants are [CH2:1]([C:3]1(C(O)=O)[CH2:8][CH2:7][CH:6]([O:9][CH2:10][O:11][CH2:12][CH2:13][Si:14]([CH3:17])([CH3:16])[CH3:15])[CH2:5][CH2:4]1)[CH3:2].C1C=CC(P([N:35]=[N+]=[N-])(C2C=CC=CC=2)=O)=CC=1.C[C:39]([OH:42])(C)C. No catalyst specified. The product is [CH2:1]([C:3]1([N:35]=[C:39]=[O:42])[CH2:4][CH2:5][CH:6]([O:9][CH2:10][O:11][CH2:12][CH2:13][Si:14]([CH3:15])([CH3:16])[CH3:17])[CH2:7][CH2:8]1)[CH3:2]. The yield is 0.730. (2) The reactants are [C:1]([O:5][C:6]([N:8]1[CH:12]=[CH:11][CH:10]=[C:9]1[C:13]1[CH:25]=[CH:24][C:16]2[NH:17][C:18](=[O:23])[O:19][C:20]([CH3:22])([CH3:21])[C:15]=2[CH:14]=1)=[O:7])([CH3:4])([CH3:3])[CH3:2].ClS([N:30]=[C:31]=O)(=O)=O.CN(C=O)C.O. The catalyst is C1COCC1. The product is [C:1]([O:5][C:6]([N:8]1[C:12]([C:31]#[N:30])=[CH:11][CH:10]=[C:9]1[C:13]1[CH:25]=[CH:24][C:16]2[NH:17][C:18](=[O:23])[O:19][C:20]([CH3:22])([CH3:21])[C:15]=2[CH:14]=1)=[O:7])([CH3:4])([CH3:2])[CH3:3]. The yield is 0.520.